From a dataset of Full USPTO retrosynthesis dataset with 1.9M reactions from patents (1976-2016). Predict the reactants needed to synthesize the given product. (1) Given the product [OH:34][NH:35][C:36](=[O:54])[CH2:37][CH2:38][CH2:39][CH2:40][CH2:41][CH:42]1[CH2:51][CH2:50][C:49]2[C:44](=[CH:45][CH:46]=[CH:47][CH:48]=2)[C:43]1=[O:53], predict the reactants needed to synthesize it. The reactants are: C(OC(C1CCC2C(=CC=CC=2)C1=O)=O)C.C(OC(C1CCC2C(=CC=C(Cl)C=2)C1=O)=O)C.[OH:34][NH:35][C:36](=[O:54])[CH2:37][CH2:38][CH2:39][CH2:40][CH2:41][CH:42]1[CH2:51][CH2:50][C:49]2[C:44](=[CH:45][CH:46]=[C:47](Cl)[CH:48]=2)[C:43]1=[O:53]. (2) Given the product [CH3:28][C:25]1[CH:26]=[CH:27][C:22]([N:15]2[C:14]3[CH:29]=[C:10]([O:9][CH2:8][CH2:7][CH2:6][CH2:5][CH2:4][C:3]([OH:30])=[O:2])[CH:11]=[CH:12][C:13]=3[N:17]=[C:16]2[S:18][CH2:19][CH2:20][CH3:21])=[CH:23][CH:24]=1, predict the reactants needed to synthesize it. The reactants are: C[O:2][C:3](=[O:30])[CH2:4][CH2:5][CH2:6][CH2:7][CH2:8][O:9][C:10]1[CH:11]=[CH:12][C:13]2[N:17]=[C:16]([S:18][CH2:19][CH2:20][CH3:21])[N:15]([C:22]3[CH:27]=[CH:26][C:25]([CH3:28])=[CH:24][CH:23]=3)[C:14]=2[CH:29]=1.[OH-].[Li+]. (3) Given the product [Br:1][C:2]1[CH:3]=[C:4]([C:8](=[O:23])[C:9]([C:10]2[CH:19]=[CH:18][C:13]3[O:14][CH2:15][CH2:16][O:17][C:12]=3[CH:11]=2)=[O:20])[CH:5]=[CH:6][CH:7]=1, predict the reactants needed to synthesize it. The reactants are: [Br:1][C:2]1[CH:3]=[C:4]([C:8]#[C:9][C:10]2[CH:19]=[CH:18][C:13]3[O:14][CH2:15][CH2:16][O:17][C:12]=3[CH:11]=2)[CH:5]=[CH:6][CH:7]=1.[OH2:20].CS(C)=[O:23]. (4) Given the product [F:31][C:2]([F:30])([F:1])[CH2:3][NH:4][C:5]([C:7]1([CH2:20][CH2:21][CH2:22][CH2:23][N:24]2[CH2:25][CH2:26][N:27]([C:32](=[O:39])[C:33]3[CH:38]=[CH:37][CH:36]=[CH:35][CH:34]=3)[CH2:28][CH2:29]2)[C:8]2[CH:9]=[CH:10][CH:11]=[CH:12][C:13]=2[C:14]2[C:19]1=[CH:18][CH:17]=[CH:16][CH:15]=2)=[O:6], predict the reactants needed to synthesize it. The reactants are: [F:1][C:2]([F:31])([F:30])[CH2:3][NH:4][C:5]([C:7]1([CH2:20][CH2:21][CH2:22][CH2:23][N:24]2[CH2:29][CH2:28][NH:27][CH2:26][CH2:25]2)[C:19]2[CH:18]=[CH:17][CH:16]=[CH:15][C:14]=2[C:13]2[C:8]1=[CH:9][CH:10]=[CH:11][CH:12]=2)=[O:6].[C:32](Cl)(=[O:39])[C:33]1[CH:38]=[CH:37][CH:36]=[CH:35][CH:34]=1.